Dataset: Full USPTO retrosynthesis dataset with 1.9M reactions from patents (1976-2016). Task: Predict the reactants needed to synthesize the given product. Given the product [CH3:1][O:2][C:3]([C@@:5]1([C:18]2[CH:23]=[CH:22][CH:21]=[C:20]([F:24])[C:19]=2[CH3:25])[CH2:9][CH2:8][C:7]([C:27]2[CH:28]=[C:29]3[C:34](=[CH:35][CH:36]=2)[N:33]=[C:32]([C:37]([F:40])([F:39])[F:38])[CH:31]=[N:30]3)=[CH:6]1)=[O:4], predict the reactants needed to synthesize it. The reactants are: [CH3:1][O:2][C:3]([C@@:5]1([C:18]2[CH:23]=[CH:22][CH:21]=[C:20]([F:24])[C:19]=2[CH3:25])[CH2:9][CH2:8][C:7](OS(C(F)(F)F)(=O)=O)=[CH:6]1)=[O:4].Br[C:27]1[CH:28]=[C:29]2[C:34](=[CH:35][CH:36]=1)[N:33]=[C:32]([C:37]([F:40])([F:39])[F:38])[CH:31]=[N:30]2.